Task: Predict the product of the given reaction.. Dataset: Forward reaction prediction with 1.9M reactions from USPTO patents (1976-2016) (1) Given the reactants [CH2:1]([C:3]1[CH:4]=[C:5]([CH2:11][C@@H:12]([NH:16][C:17]([N:19]2[CH2:24][CH2:23][CH:22]([N:25]3[CH2:31][CH2:30][C:29]4[CH:32]=[CH:33][CH:34]=[CH:35][C:28]=4[NH:27][C:26]3=[O:36])[CH2:21][CH2:20]2)=[O:18])[C:13](O)=[O:14])[CH:6]=[CH:7][C:8]=1[CH2:9][CH3:10])[CH3:2].[NH:37]1[CH2:42][CH2:41][CH:40]([N:43]2[CH2:48][CH2:47][N:46]([CH2:49][C:50]([O:52][CH2:53][CH3:54])=[O:51])[CH2:45][CH2:44]2)[CH2:39][CH2:38]1, predict the reaction product. The product is: [CH2:1]([C:3]1[CH:4]=[C:5]([CH2:11][C@@H:12]([NH:16][C:17]([N:19]2[CH2:20][CH2:21][CH:22]([N:25]3[CH2:31][CH2:30][C:29]4[CH:32]=[CH:33][CH:34]=[CH:35][C:28]=4[NH:27][C:26]3=[O:36])[CH2:23][CH2:24]2)=[O:18])[C:13]([N:37]2[CH2:42][CH2:41][CH:40]([N:43]3[CH2:48][CH2:47][N:46]([CH2:49][C:50]([O:52][CH2:53][CH3:54])=[O:51])[CH2:45][CH2:44]3)[CH2:39][CH2:38]2)=[O:14])[CH:6]=[CH:7][C:8]=1[CH2:9][CH3:10])[CH3:2]. (2) Given the reactants [CH:1]1[C:6]([I:7])=[C:5]([I:8])[C:4]([C:9]([OH:11])=[O:10])=[CH:3][C:2]=1[I:12].CCCCCCCCCC(C)C.C1(C)C=CC=CC=1, predict the reaction product. The product is: [CH:1]1[C:6]([I:7])=[C:5]([I:8])[C:4]([C:9]([OH:11])=[O:10])=[CH:3][C:2]=1[I:12]. (3) Given the reactants [OH:1][C@H:2]1[CH2:7][CH2:6][C@H:5]([NH:8][C:9](=O)OC(C)(C)C)[CH2:4][CH2:3]1.[H-].[H-].[H-].[H-].[Li+].[Al+3].[OH-].[Na+].O, predict the reaction product. The product is: [CH3:9][NH:8][C@H:5]1[CH2:6][CH2:7][C@H:2]([OH:1])[CH2:3][CH2:4]1. (4) Given the reactants [OH:1][N:2]1[C:6]2[CH:7]=[C:8]([C:11]([OH:13])=O)[CH:9]=[CH:10][C:5]=2[N:4]=[N:3]1.CN(C(ON1N=N[C:24]2[CH:25]=[CH:26][C:27](=[CH:29][C:23]1=2)[Cl:28])=[N+](C)C)C.F[P-](F)(F)(F)(F)F.CCN(C(C)C)C(C)C.C([O:50][C:51](=[O:65])[C@H:52]([OH:64])[CH2:53][C@H:54]([NH2:63])[CH2:55][C:56]1[CH:61]=[CH:60][C:59](Br)=[CH:58][CH:57]=1)C.ClC1C=C(B(O)O)C=CC=1.C([O-])([O-])=O.[K+].[K+].CCO.O.[Li+].[OH-], predict the reaction product. The product is: [Cl:28][C:27]1[CH:29]=[C:23]([C:59]2[CH:58]=[CH:57][C:56]([CH2:55][C@@H:54]([NH:63][C:11]([C:8]3[CH:9]=[CH:10][C:5]4[N:4]=[N:3][N:2]([OH:1])[C:6]=4[CH:7]=3)=[O:13])[CH2:53][C@@H:52]([OH:64])[C:51]([OH:65])=[O:50])=[CH:61][CH:60]=2)[CH:24]=[CH:25][CH:26]=1. (5) Given the reactants [Cl:1][C:2]1[CH:10]=[C:9]([C:11]2[N:16]=[C:15]3[N:17]([CH2:20][C:21]4[CH:22]=[C:23]5[C:28](=[CH:29][CH:30]=4)[N:27]=[CH:26][CH:25]=[CH:24]5)[N:18]=[N:19][C:14]3=[CH:13][CH:12]=2)[CH:8]=[CH:7][C:3]=1[C:4]([NH2:6])=[O:5].CCOCC.Cl, predict the reaction product. The product is: [ClH:1].[Cl:1][C:2]1[CH:10]=[C:9]([C:11]2[N:16]=[C:15]3[N:17]([CH2:20][C:21]4[CH:22]=[C:23]5[C:28](=[CH:29][CH:30]=4)[N:27]=[CH:26][CH:25]=[CH:24]5)[N:18]=[N:19][C:14]3=[CH:13][CH:12]=2)[CH:8]=[CH:7][C:3]=1[C:4]([NH2:6])=[O:5]. (6) Given the reactants [CH2:1]([O:8][C:9]1[CH:10]=[CH:11][C:12]([C:15](=O)[CH2:16][C:17](=O)[C:18]([O:20][CH2:21][CH3:22])=[O:19])=[N:13][CH:14]=1)[C:2]1[CH:7]=[CH:6][CH:5]=[CH:4][CH:3]=1.[C:25]1([NH:31][NH2:32])[CH:30]=[CH:29][CH:28]=[CH:27][CH:26]=1, predict the reaction product. The product is: [CH2:1]([O:8][C:9]1[CH:10]=[CH:11][C:12]([C:15]2[N:31]([C:25]3[CH:30]=[CH:29][CH:28]=[CH:27][CH:26]=3)[N:32]=[C:17]([C:18]([O:20][CH2:21][CH3:22])=[O:19])[CH:16]=2)=[N:13][CH:14]=1)[C:2]1[CH:7]=[CH:6][CH:5]=[CH:4][CH:3]=1. (7) Given the reactants C(Cl)(=O)C(Cl)=O.[Si:7]([O:24][CH2:25][CH2:26][CH2:27][CH:28]([C:36]1[CH:43]=[CH:42][C:39]([C:40]#[N:41])=[CH:38][CH:37]=1)[N:29]1[C:33]([CH2:34][OH:35])=[CH:32][N:31]=[CH:30]1)([C:20]([CH3:23])([CH3:22])[CH3:21])([C:14]1[CH:19]=[CH:18][CH:17]=[CH:16][CH:15]=1)[C:8]1[CH:13]=[CH:12][CH:11]=[CH:10][CH:9]=1.C(N(CC)CC)C.C(=O)(O)[O-].[Na+], predict the reaction product. The product is: [Si:7]([O:24][CH2:25][CH2:26][CH2:27][CH:28]([C:36]1[CH:37]=[CH:38][C:39]([C:40]#[N:41])=[CH:42][CH:43]=1)[N:29]1[C:33]([CH:34]=[O:35])=[CH:32][N:31]=[CH:30]1)([C:20]([CH3:23])([CH3:21])[CH3:22])([C:8]1[CH:9]=[CH:10][CH:11]=[CH:12][CH:13]=1)[C:14]1[CH:19]=[CH:18][CH:17]=[CH:16][CH:15]=1. (8) Given the reactants [CH2:1]([S:3](Cl)(=[O:5])=[O:4])[CH3:2].[F:7][C:8]1[CH:14]=[CH:13][C:11]([NH2:12])=[CH:10][C:9]=1[N+:15]([O-:17])=[O:16].N1C=CC=CC=1, predict the reaction product. The product is: [F:7][C:8]1[CH:14]=[CH:13][C:11]([NH:12][S:3]([CH2:1][CH3:2])(=[O:5])=[O:4])=[CH:10][C:9]=1[N+:15]([O-:17])=[O:16]. (9) Given the reactants Br[C:2]1[CH:3]=[C:4]([C:12]2[C:13]([O:18]C)=[N:14][CH:15]=[CH:16][CH:17]=2)[CH:5]=[C:6]([C:8]([CH3:11])([CH3:10])[CH3:9])[CH:7]=1.[Na+].[C:21]1([S:27]([O-:29])=[O:28])[CH:26]=[CH:25][CH:24]=[CH:23][CH:22]=1.C([O-])([O-])=O.[Cs+].[Cs+], predict the reaction product. The product is: [C:21]1([S:27]([C:2]2[CH:3]=[C:4]([C:12]3[C:13](=[O:18])[NH:14][CH:15]=[CH:16][CH:17]=3)[CH:5]=[C:6]([C:8]([CH3:11])([CH3:10])[CH3:9])[CH:7]=2)(=[O:29])=[O:28])[CH:26]=[CH:25][CH:24]=[CH:23][CH:22]=1. (10) The product is: [CH3:1][S:2]([O:20][CH2:19][CH2:18][N:16]1[CH:17]=[C:13]([C:10]2[CH:11]=[N:12][C:7]([NH2:6])=[C:8]([C:21]3[O:22][C:23]4[CH:29]=[CH:28][CH:27]=[CH:26][C:24]=4[N:25]=3)[CH:9]=2)[CH:14]=[N:15]1)(=[O:4])=[O:3]. Given the reactants [CH3:1][S:2](Cl)(=[O:4])=[O:3].[NH2:6][C:7]1[N:12]=[CH:11][C:10]([C:13]2[CH:14]=[N:15][N:16]([CH2:18][CH2:19][OH:20])[CH:17]=2)=[CH:9][C:8]=1[C:21]1[O:22][C:23]2[CH:29]=[CH:28][CH:27]=[CH:26][C:24]=2[N:25]=1.C(N(CC)CC)C, predict the reaction product.